This data is from Forward reaction prediction with 1.9M reactions from USPTO patents (1976-2016). The task is: Predict the product of the given reaction. (1) Given the reactants [CH3:1][O:2][C:3]1[CH:4]=[C:5]2[C:10](=[CH:11][C:12]=1[O:13][CH3:14])[N:9]=[CH:8][CH:7]=[C:6]2[O:15][C:16]1[CH:21]=[CH:20][C:19]([NH:22][C:23](=O)[CH2:24][O:25][C:26]2[CH:31]=[CH:30][CH:29]=[CH:28][C:27]=2[CH3:32])=[CH:18][CH:17]=1.Cl.[OH-].[Na+], predict the reaction product. The product is: [CH3:1][O:2][C:3]1[CH:4]=[C:5]2[C:10](=[CH:11][C:12]=1[O:13][CH3:14])[N:9]=[CH:8][CH:7]=[C:6]2[O:15][C:16]1[CH:17]=[CH:18][C:19]([NH:22][CH2:23][CH2:24][O:25][C:26]2[CH:31]=[CH:30][CH:29]=[CH:28][C:27]=2[CH3:32])=[CH:20][CH:21]=1. (2) Given the reactants [CH2:1]([N:4]1[CH2:9][CH2:8][CH2:7][CH2:6][C@H:5]1[C@H:10]([C:12]1[CH:17]=[CH:16][C:15]([Cl:18])=[C:14]([Cl:19])[CH:13]=1)O)[CH:2]=[CH2:3].C(=O)([O-])[O-].[K+].[K+].S([Cl:30])(C)(=O)=O, predict the reaction product. The product is: [CH2:1]([N:4]1[CH2:9][CH2:8][CH2:7][CH2:6][C@H:5]1[C@H:10]([Cl:30])[C:12]1[CH:17]=[CH:16][C:15]([Cl:18])=[C:14]([Cl:19])[CH:13]=1)[CH:2]=[CH2:3]. (3) Given the reactants C[O:2][C:3]([C:5]1[CH:6]=[C:7]2[C:11](=[CH:12][CH:13]=1)[NH:10][N:9]=[C:8]2[CH2:14][O:15][CH:16]1[CH2:21][CH2:20][CH2:19][CH2:18][O:17]1)=O.[H-].[Al+3].[Li+].[H-].[H-].[H-], predict the reaction product. The product is: [O:17]1[CH2:18][CH2:19][CH2:20][CH2:21][CH:16]1[O:15][CH2:14][C:8]1[C:7]2[C:11](=[CH:12][CH:13]=[C:5]([CH2:3][OH:2])[CH:6]=2)[NH:10][N:9]=1. (4) Given the reactants [Cl:1][C:2]1[N:7]=[C:6](SC)[N:5]=[C:4]([N:10]2[C:14]3[CH:15]=[C:16]([F:20])[CH:17]=[C:18]([F:19])[C:13]=3[N:12]=[C:11]2[CH3:21])[CH:3]=1.[O-][Mn](=O)(=O)=O.[K+].[S:28](=[O:32])(=O)(O)[OH:29].OS([O-])=O.[Na+].[CH3:38]C([O-])=O.[K+], predict the reaction product. The product is: [Cl:1][C:2]1[N:7]=[C:6]([S:28]([CH3:38])(=[O:32])=[O:29])[N:5]=[C:4]([N:10]2[C:14]3[CH:15]=[C:16]([F:20])[CH:17]=[C:18]([F:19])[C:13]=3[N:12]=[C:11]2[CH3:21])[CH:3]=1. (5) Given the reactants CS(O[C@@H:6]1[CH2:10][CH2:9][N:8]([C:11]([O:13][C:14]([CH3:17])([CH3:16])[CH3:15])=[O:12])[CH2:7]1)(=O)=O.[O:18]=[C:19]1[N:23]([CH:24]2[CH2:29][CH2:28][NH:27][CH2:26][CH2:25]2)[C:22]2[CH:30]=[CH:31][CH:32]=[CH:33][C:21]=2[NH:20]1.CC1C=C(C(C)(C)C)N=C(C(C)(C)C)C=1, predict the reaction product. The product is: [O:18]=[C:19]1[N:23]([CH:24]2[CH2:25][CH2:26][N:27]([C@H:6]3[CH2:10][CH2:9][N:8]([C:11]([O:13][C:14]([CH3:17])([CH3:16])[CH3:15])=[O:12])[CH2:7]3)[CH2:28][CH2:29]2)[C:22]2[CH:30]=[CH:31][CH:32]=[CH:33][C:21]=2[NH:20]1.